From a dataset of Full USPTO retrosynthesis dataset with 1.9M reactions from patents (1976-2016). Predict the reactants needed to synthesize the given product. (1) Given the product [N:35]1([C:22]2[CH:21]=[C:20]([CH:25]=[C:24]([C:10]3[C:4]4[C:5](=[CH:6][N:7]=[C:2]([C:50]5[CH:49]=[N:48][CH:53]=[CH:52][CH:51]=5)[CH:3]=4)[NH:8][N:9]=3)[CH:23]=2)[C:18]#[N:19])[CH2:36][CH2:37][NH:38][CH2:39][CH2:40]1, predict the reactants needed to synthesize it. The reactants are: Br[C:2]1[CH:3]=[C:4]2[C:10](I)=[N:9][N:8](C3CCCCO3)[C:5]2=[CH:6][N:7]=1.[C:18]([C:20]1[CH:21]=[C:22]([N:35]2[CH2:40][CH2:39][N:38](C(OC(C)(C)C)=O)[CH2:37][CH2:36]2)[CH:23]=[C:24](B2OC(C)(C)C(C)(C)O2)[CH:25]=1)#[N:19].[N:48]1[CH:53]=[CH:52][CH:51]=[C:50](B2OC(C)(C)C(C)(C)O2)[CH:49]=1. (2) The reactants are: IC.[Br:3][C:4]1[C:9]([C:10]2[CH:15]=[CH:14][C:13]([F:16])=[CH:12][C:11]=2[F:17])=[C:8]([F:18])[C:7]([OH:19])=[C:6]([CH:20]=[O:21])[CH:5]=1.[C:22](=O)([O-])[O-].[K+].[K+].CN(C=O)C. Given the product [Br:3][C:4]1[C:9]([C:10]2[CH:15]=[CH:14][C:13]([F:16])=[CH:12][C:11]=2[F:17])=[C:8]([F:18])[C:7]([O:19][CH3:22])=[C:6]([CH:20]=[O:21])[CH:5]=1, predict the reactants needed to synthesize it.